From a dataset of Serine/threonine kinase 33 screen with 319,792 compounds. Binary Classification. Given a drug SMILES string, predict its activity (active/inactive) in a high-throughput screening assay against a specified biological target. (1) The molecule is O=C(N1CCN(CC1)C(=O)C)COC(=O)COc1ccc(cc1)C#N. The result is 0 (inactive). (2) The molecule is O=C(NC1CCCCC1)COC(=O)c1c(OCC)nccc1. The result is 0 (inactive).